Dataset: Forward reaction prediction with 1.9M reactions from USPTO patents (1976-2016). Task: Predict the product of the given reaction. Given the reactants [C:1]12([C:11]3[CH:12]=[C:13](Br)[C:14]4[O:18][C:17]([CH3:19])=[N:16][C:15]=4[CH:20]=3)[CH2:10][CH:5]3[CH2:6][CH:7]([CH2:9][CH:3]([CH2:4]3)[CH2:2]1)[CH2:8]2.B(O)(O)[C:23]1[CH:28]=[CH:27][C:26]([CH:29]=[O:30])=[CH:25][CH:24]=1.C(=O)([O-])[O-].[Na+].[Na+], predict the reaction product. The product is: [C:1]12([C:11]3[CH:12]=[C:13]([C:23]4[CH:28]=[CH:27][C:26]([CH:29]=[O:30])=[CH:25][CH:24]=4)[C:14]4[O:18][C:17]([CH3:19])=[N:16][C:15]=4[CH:20]=3)[CH2:10][CH:5]3[CH2:6][CH:7]([CH2:9][CH:3]([CH2:4]3)[CH2:2]1)[CH2:8]2.